Dataset: Reaction yield outcomes from USPTO patents with 853,638 reactions. Task: Predict the reaction yield, written as a fraction of the theoretical maximum amount of product (1.0 means a 100% yield; for example, 0.34 means a 34% yield). (1) The reactants are [C:1]([C:4]1[CH:5]=[N:6][C:7]([N:10]2[CH2:15][CH2:14][CH:13]([C:16]3[CH:17]=[CH:18][C:19]([CH2:22][O:23][C:24]4[CH:29]=[CH:28][C:27]([S:30]([CH3:33])(=[O:32])=[O:31])=[CH:26][CH:25]=4)=[N:20][CH:21]=3)[CH2:12][CH2:11]2)=[N:8][CH:9]=1)([CH3:3])=[CH2:2]. The catalyst is CO.[C].[Pd]. The product is [CH:1]([C:4]1[CH:5]=[N:6][C:7]([N:10]2[CH2:15][CH2:14][CH:13]([C:16]3[CH:17]=[CH:18][C:19]([CH2:22][O:23][C:24]4[CH:25]=[CH:26][C:27]([S:30]([CH3:33])(=[O:31])=[O:32])=[CH:28][CH:29]=4)=[N:20][CH:21]=3)[CH2:12][CH2:11]2)=[N:8][CH:9]=1)([CH3:3])[CH3:2]. The yield is 0.710. (2) The reactants are CO[C:3]([C:5]1[N:6]=[C:7]2[CH:23]=[CH:22][C:21]([CH3:24])=[CH:20][N:8]2[C:9](=[O:19])[C:10]=1[O:11][CH2:12][C:13]1[CH:18]=[CH:17][CH:16]=[CH:15][CH:14]=1)=[O:4].[NH2:25][NH2:26]. The catalyst is CO. The product is [CH2:12]([O:11][C:10]1[C:9](=[O:19])[N:8]2[CH:20]=[C:21]([CH3:24])[CH:22]=[CH:23][C:7]2=[N:6][C:5]=1[C:3]([NH:25][NH2:26])=[O:4])[C:13]1[CH:18]=[CH:17][CH:16]=[CH:15][CH:14]=1. The yield is 0.780. (3) The reactants are [F:1][C:2]1[C:3]([CH3:19])=[C:4]([C:8]2[CH:17]=[C:16]3[C:11]([CH:12]=[C:13]([NH2:18])[N:14]=[CH:15]3)=[CH:10][N:9]=2)[CH:5]=[N:6][CH:7]=1.CN(C(ON1N=NC2C=CC=NC1=2)=[N+](C)C)C.F[P-](F)(F)(F)(F)F.[F:44][C@H:45]1[CH2:47][C@H:46]1[C:48](O)=[O:49].C(N(CC)C(C)C)(C)C. The catalyst is CN(C=O)C.C(OCC)(=O)C. The product is [F:44][C@H:45]1[CH2:47][C@H:46]1[C:48]([NH:18][C:13]1[N:14]=[CH:15][C:16]2[C:11]([CH:12]=1)=[CH:10][N:9]=[C:8]([C:4]1[CH:5]=[N:6][CH:7]=[C:2]([F:1])[C:3]=1[CH3:19])[CH:17]=2)=[O:49]. The yield is 0.430.